The task is: Predict which catalyst facilitates the given reaction.. This data is from Catalyst prediction with 721,799 reactions and 888 catalyst types from USPTO. (1) Reactant: [OH:1][C:2]1[CH:11]=[C:10]2[C:5]([C:6](=[O:24])[C:7]([C:16]3[CH:23]=[CH:22][C:19]([C:20]#[N:21])=[CH:18][CH:17]=3)=[C:8]([C:12]([F:15])([F:14])[F:13])[O:9]2)=[CH:4][CH:3]=1.[Si]([N:29]=[N+:30]=[N-:31])(C)(C)C. The catalyst class is: 11. Product: [NH:29]1[C:20]([C:19]2[CH:22]=[CH:23][C:16]([C:7]3[C:6](=[O:24])[C:5]4[C:10](=[CH:11][C:2]([OH:1])=[CH:3][CH:4]=4)[O:9][C:8]=3[C:12]([F:15])([F:13])[F:14])=[CH:17][CH:18]=2)=[N:21][N:31]=[N:30]1. (2) Reactant: [NH:1]1[CH2:5][CH2:4][CH2:3][C@H:2]1[C:6]([O:8][CH3:9])=[O:7].[CH3:10][N:11]1[CH:15]=[CH:14][N:13]=[C:12]1[S:16](Cl)(=[O:18])=[O:17]. Product: [CH3:10][N:11]1[CH:15]=[CH:14][N:13]=[C:12]1[S:16]([N:1]1[CH2:5][CH2:4][CH2:3][C@H:2]1[C:6]([O:8][CH3:9])=[O:7])(=[O:18])=[O:17]. The catalyst class is: 17. (3) Reactant: C(N[C@H:4]([C:9](O)=[O:10])CC(C)C)=O.[NH2:12][C@H:13]([CH2:24][O:25][CH3:26])[C:14]([NH:16][CH2:17][C:18]1[CH:23]=[CH:22][CH:21]=[CH:20][CH:19]=1)=[O:15].C(OC(=O)C)(=O)C.[OH-].[Na+]. The catalyst class is: 229. Product: [CH3:4][C:9]([NH:12][C@@H:13]([C:14]([NH:16][CH2:17][C:18]1[CH:23]=[CH:22][CH:21]=[CH:20][CH:19]=1)=[O:15])[CH2:24][O:25][CH3:26])=[O:10]. (4) Reactant: [S:1]1[C:5]2=[C:6]3[C:10](=[CH:11][CH:12]=[C:4]2[N:3]=[CH:2]1)[NH:9][C:8](=[O:13])[C:7]3=[O:14].O1CCCC1.C(=O)([O-])[O-].[Cs+].[Cs+].Br[CH2:27][CH2:28][CH:29]([CH3:31])[CH3:30]. Product: [CH3:30][CH:29]([CH3:31])[CH2:28][CH2:27][N:9]1[C:10]2[C:6](=[C:5]3[S:1][CH:2]=[N:3][C:4]3=[CH:12][CH:11]=2)[C:7](=[O:14])[C:8]1=[O:13]. The catalyst class is: 9. (5) Product: [CH3:11][N:12]1[C:2]([C:3]2[CH:8]=[CH:7][N:6]=[CH:5][CH:4]=2)=[N:15][NH:14][C:13]1=[S:16]. The catalyst class is: 17. Reactant: Cl.[C:2](Cl)(=O)[C:3]1[CH:8]=[CH:7][N:6]=[CH:5][CH:4]=1.[CH3:11][NH:12][C:13](=[S:16])[NH:14][NH2:15].[OH-].[Na+].Cl. (6) Reactant: [C:1]1([S:7][CH2:8][Cl:9])[CH:6]=[CH:5][CH:4]=[CH:3][CH:2]=1.C1C(=O)N(Br)C(=[O:13])C1. Product: [C:1]1([S:7]([CH2:8][Cl:9])=[O:13])[CH:6]=[CH:5][CH:4]=[CH:3][CH:2]=1. The catalyst class is: 24. (7) Reactant: [CH2:1]([O:8][C:9]1[CH:36]=[CH:35][C:12]([CH:13]([OH:34])[CH2:14][N:15]([CH2:27][C:28]2[CH:33]=[CH:32][CH:31]=[CH:30][CH:29]=2)[CH:16]([CH3:26])[CH2:17][C:18]2[CH:23]=[CH:22][C:21]([O:24][CH3:25])=[CH:20][CH:19]=2)=[CH:11][C:10]=1[N+:37]([O-])=O)[C:2]1[CH:7]=[CH:6][CH:5]=[CH:4][CH:3]=1.C([O-])=O.[NH4+]. Product: [NH2:37][C:10]1[CH:11]=[C:12]([CH:35]=[CH:36][C:9]=1[O:8][CH2:1][C:2]1[CH:3]=[CH:4][CH:5]=[CH:6][CH:7]=1)[CH:13]([OH:34])[CH2:14][N:15]([CH2:27][C:28]1[CH:33]=[CH:32][CH:31]=[CH:30][CH:29]=1)[CH:16]([CH3:26])[CH2:17][C:18]1[CH:19]=[CH:20][C:21]([O:24][CH3:25])=[CH:22][CH:23]=1. The catalyst class is: 394. (8) Reactant: F[C:2](F)(F)[C:3](O)=O.[CH2:8]([C:10]1([C:16]2[CH:17]=[C:18]([NH:22][S:23]([CH3:26])(=[O:25])=[O:24])[CH:19]=[CH:20][CH:21]=2)[CH:15]2[CH:11]1[CH2:12][NH:13][CH2:14]2)[CH3:9].C(O[BH-](O[C:37](=O)[CH3:38])OC(=O)C)(=O)C.[Na+].Cl[CH2:42][CH2:43]Cl. Product: [CH2:8]([C:10]1([C:16]2[CH:17]=[C:18]([NH:22][S:23]([CH3:26])(=[O:25])=[O:24])[CH:19]=[CH:20][CH:21]=2)[CH:15]2[CH:11]1[CH2:12][N:13]([CH2:8][CH:10]1[CH2:15][CH:11]1[C:3]1[CH:2]=[CH:38][CH:37]=[CH:43][CH:42]=1)[CH2:14]2)[CH3:9]. The catalyst class is: 866. (9) Reactant: [CH2:1]([C:5]1[N:6]([CH2:19][CH2:20][CH2:21][CH2:22][O:23][N:24]2C(=O)C3C(=CC=CC=3)C2=O)[C:7]2[C:16]3[CH:15]=[CH:14][CH:13]=[CH:12][C:11]=3[N+:10]([O-])=[CH:9][C:8]=2[N:18]=1)[CH2:2][CH2:3][CH3:4].[OH-].[NH4+:36]. Product: [NH2:24][O:23][CH2:22][CH2:21][CH2:20][CH2:19][N:6]1[C:7]2[C:16]3[CH:15]=[CH:14][CH:13]=[CH:12][C:11]=3[N:10]=[C:9]([NH2:36])[C:8]=2[N:18]=[C:5]1[CH2:1][CH2:2][CH2:3][CH3:4]. The catalyst class is: 68. (10) Reactant: [F:1][C:2]([F:14])([F:13])[C:3]1[CH:8]=[CH:7][C:6]([C:9]([F:12])([F:11])[F:10])=[CH:5][CH:4]=1.[N+:15]([O-])([OH:17])=[O:16]. Product: [F:1][C:2]([F:13])([F:14])[C:3]1[CH:4]=[CH:5][C:6]([C:9]([F:10])([F:11])[F:12])=[CH:7][C:8]=1[N+:15]([O-:17])=[O:16]. The catalyst class is: 65.